From a dataset of M1 muscarinic receptor agonist screen with 61,833 compounds. Binary Classification. Given a drug SMILES string, predict its activity (active/inactive) in a high-throughput screening assay against a specified biological target. (1) The drug is O=c1n(c(=O)n(c2n(CC(=O)Nc3c(cc(cc3)C)C)cnc12)C)C. The result is 0 (inactive). (2) The drug is O=C(N1CCCC1)c1c(NC(=O)CCCC(O)=O)cccc1. The result is 0 (inactive). (3) The drug is S(=O)(=O)(NCc1ccc(C(=O)NCCCN2CCCC2=O)cc1)c1ccc(F)cc1. The result is 0 (inactive). (4) The drug is O(C(=O)Cn1c2c(nc1)cccc2)CC(=O)NCCc1ccccc1. The result is 0 (inactive). (5) The compound is O(c1c(C(=O)Nc2ccc(N3CCN(CC3)C)cc2)cc2c(c1)cccc2)C. The result is 1 (active).